From a dataset of Catalyst prediction with 721,799 reactions and 888 catalyst types from USPTO. Predict which catalyst facilitates the given reaction. (1) Reactant: C([O:8][CH2:9][CH:10]1[CH2:14][S:13](=[O:16])(=[O:15])[N:12]([CH2:17][CH3:18])[CH2:11]1)C1C=CC=CC=1. The catalyst class is: 19. Product: [CH2:17]([N:12]1[CH2:11][CH:10]([CH2:9][OH:8])[CH2:14][S:13]1(=[O:16])=[O:15])[CH3:18]. (2) Reactant: [CH3:1][O:2][C:3](=[O:32])[CH2:4][CH2:5][CH2:6][NH:7][CH2:8][CH2:9][N:10]([CH2:23][CH2:24][C:25]([O:27]C(C)(C)C)=[O:26])[C:11]1[CH:16]=[CH:15][C:14]([O:17][C:18]([F:21])([F:20])[F:19])=[C:13]([Cl:22])[CH:12]=1.[ClH:33]. Product: [ClH:22].[ClH:33].[CH3:1][O:2][C:3](=[O:32])[CH2:4][CH2:5][CH2:6][NH:7][CH2:8][CH2:9][N:10]([CH2:23][CH2:24][C:25]([OH:27])=[O:26])[C:11]1[CH:16]=[CH:15][C:14]([O:17][C:18]([F:20])([F:21])[F:19])=[C:13]([Cl:22])[CH:12]=1. The catalyst class is: 4. (3) Reactant: [ClH:1].C(OCC)(=O)C.[CH3:8][O:9][C:10]([C@H:12]1[CH2:17][CH2:16][C@H:15]([C:18]2[CH2:32][C:21]3([CH2:24][N:23](C(OC(C)(C)C)=O)[CH2:22]3)[O:20][N:19]=2)[CH2:14][CH2:13]1)=[O:11]. Product: [ClH:1].[CH2:22]1[C:21]2([CH2:32][C:18]([C@H:15]3[CH2:14][CH2:13][C@H:12]([C:10]([O:9][CH3:8])=[O:11])[CH2:17][CH2:16]3)=[N:19][O:20]2)[CH2:24][NH:23]1. The catalyst class is: 13. (4) Reactant: [C:1]1(=[O:7])[O:6][C:4](=[O:5])[CH2:3][CH2:2]1.[CH3:8][O:9][C:10]1[CH:11]=[C:12]2[C:17](=[C:18]3[CH2:22][C:21]([CH3:24])([CH3:23])[O:20][C:19]=13)[C:16]([C:25]1[CH:26]=[C:27]([NH2:31])[CH:28]=[CH:29][CH:30]=1)=[N:15][C:14]([CH3:33])([CH3:32])[CH2:13]2.C(OCC)C. Product: [O:7]=[C:1]([NH:31][C:27]1[CH:28]=[CH:29][CH:30]=[C:25]([C:16]2[C:17]3[C:12](=[CH:11][C:10]([O:9][CH3:8])=[C:19]4[O:20][C:21]([CH3:24])([CH3:23])[CH2:22][C:18]4=3)[CH2:13][C:14]([CH3:33])([CH3:32])[N:15]=2)[CH:26]=1)[CH2:2][CH2:3][C:4]([OH:6])=[O:5]. The catalyst class is: 7. (5) Reactant: [Br:1][C:2]1[CH:3]=[C:4]([CH:21]=[CH:22][CH:23]=1)[CH2:5][O:6][C:7]1[CH:12]=[CH:11][CH:10]=[CH:9][C:8]=1[CH2:13][C:14]([O:16][C:17]([CH3:20])([CH3:19])[CH3:18])=[O:15].[H-].[Na+].I[CH3:27].O. Product: [Br:1][C:2]1[CH:3]=[C:4]([CH:21]=[CH:22][CH:23]=1)[CH2:5][O:6][C:7]1[CH:12]=[CH:11][CH:10]=[CH:9][C:8]=1[CH:13]([CH3:27])[C:14]([O:16][C:17]([CH3:18])([CH3:19])[CH3:20])=[O:15]. The catalyst class is: 3.